From a dataset of TCR-epitope binding with 47,182 pairs between 192 epitopes and 23,139 TCRs. Binary Classification. Given a T-cell receptor sequence (or CDR3 region) and an epitope sequence, predict whether binding occurs between them. (1) The epitope is FLRGRAYGL. The TCR CDR3 sequence is CASSPHRSGSWDEQYF. Result: 0 (the TCR does not bind to the epitope). (2) Result: 1 (the TCR binds to the epitope). The epitope is TLIGDCATV. The TCR CDR3 sequence is CAISDNGKASSGANVLTF. (3) The epitope is RLRAEAQVK. The TCR CDR3 sequence is CASSFGVPGWETQYF. Result: 0 (the TCR does not bind to the epitope). (4) The epitope is TLVPQEHYV. The TCR CDR3 sequence is CASSLGTSGGNEQFF. Result: 0 (the TCR does not bind to the epitope). (5) The epitope is KLSYGIATV. The TCR CDR3 sequence is CASSTPRQYNEQFF. Result: 1 (the TCR binds to the epitope). (6) The epitope is KMQRMLLEK. Result: 0 (the TCR does not bind to the epitope). The TCR CDR3 sequence is CASSFSGGSTDTQYF. (7) The epitope is LVLSVNPYV. The TCR CDR3 sequence is CASSLWNTSPLHF. Result: 1 (the TCR binds to the epitope). (8) The epitope is VTIAEILLI. The TCR CDR3 sequence is CASSLASTGELFF. Result: 0 (the TCR does not bind to the epitope).